This data is from NCI-60 drug combinations with 297,098 pairs across 59 cell lines. The task is: Regression. Given two drug SMILES strings and cell line genomic features, predict the synergy score measuring deviation from expected non-interaction effect. (1) Drug 1: C1=C(C(=O)NC(=O)N1)N(CCCl)CCCl. Drug 2: C1CNP(=O)(OC1)N(CCCl)CCCl. Cell line: IGROV1. Synergy scores: CSS=28.7, Synergy_ZIP=3.63, Synergy_Bliss=4.84, Synergy_Loewe=-10.8, Synergy_HSA=2.95. (2) Drug 1: CS(=O)(=O)C1=CC(=C(C=C1)C(=O)NC2=CC(=C(C=C2)Cl)C3=CC=CC=N3)Cl. Drug 2: C1=CC(=CC=C1CC(C(=O)O)N)N(CCCl)CCCl.Cl. Cell line: NCI-H226. Synergy scores: CSS=4.10, Synergy_ZIP=-3.38, Synergy_Bliss=-3.20, Synergy_Loewe=-5.47, Synergy_HSA=-3.60. (3) Drug 1: CC1OCC2C(O1)C(C(C(O2)OC3C4COC(=O)C4C(C5=CC6=C(C=C35)OCO6)C7=CC(=C(C(=C7)OC)O)OC)O)O. Cell line: MALME-3M. Drug 2: C1=CC=C(C(=C1)C(C2=CC=C(C=C2)Cl)C(Cl)Cl)Cl. Synergy scores: CSS=9.48, Synergy_ZIP=-5.95, Synergy_Bliss=0.657, Synergy_Loewe=-14.0, Synergy_HSA=0.520.